Dataset: Forward reaction prediction with 1.9M reactions from USPTO patents (1976-2016). Task: Predict the product of the given reaction. (1) The product is: [Br:1][CH2:2][CH2:3][N:4]1[C:8]([CH2:9][Cl:16])=[CH:7][C:6]([N+:11]([O-:13])=[O:12])=[N:5]1. Given the reactants [Br:1][CH2:2][CH2:3][N:4]1[C:8]([CH2:9]O)=[CH:7][C:6]([N+:11]([O-:13])=[O:12])=[N:5]1.O=S(Cl)[Cl:16], predict the reaction product. (2) Given the reactants [CH2:1]([O:8][C:9](=[O:15])[NH:10]CCC#N)[C:2]1[CH:7]=[CH:6][CH:5]=[CH:4][CH:3]=1.[N-]=[N+]=[N-].[Na+].Cl.C(N(CC)CC)C.Cl, predict the reaction product. The product is: [CH2:1]([O:8][C:9](=[O:15])[NH2:10])[C:2]1[CH:7]=[CH:6][CH:5]=[CH:4][CH:3]=1. (3) Given the reactants C([O:4][CH2:5][C:6]([CH3:49])([CH3:48])[CH2:7][N:8]1[C:14]2[CH:15]=[CH:16][C:17]([Cl:19])=[CH:18][C:13]=2[C@@H:12]([C:20]2[CH:25]=[CH:24][CH:23]=[C:22]([O:26][CH3:27])[C:21]=2[O:28][CH3:29])[O:11][C@H:10]([CH2:30][C:31]([NH:33][C:34]2[CH:39]=[CH:38][C:37]([O:40][CH2:41][C:42]([O:44]C)=[O:43])=[CH:36][C:35]=2[F:46])=[O:32])[C:9]1=[O:47])(=O)C.[OH-].[Na+].C(O)C, predict the reaction product. The product is: [Cl:19][C:17]1[CH:16]=[CH:15][C:14]2[N:8]([CH2:7][C:6]([CH3:49])([CH3:48])[CH2:5][OH:4])[C:9](=[O:47])[C@@H:10]([CH2:30][C:31]([NH:33][C:34]3[CH:39]=[CH:38][C:37]([O:40][CH2:41][C:42]([OH:44])=[O:43])=[CH:36][C:35]=3[F:46])=[O:32])[O:11][C@H:12]([C:20]3[CH:25]=[CH:24][CH:23]=[C:22]([O:26][CH3:27])[C:21]=3[O:28][CH3:29])[C:13]=2[CH:18]=1. (4) Given the reactants C(=O)([O-])[O-].[Cs+].[Cs+].[OH:7][CH2:8][C:9]1[CH:10]=[C:11]([OH:16])[CH:12]=[C:13]([OH:15])[CH:14]=1.[Cl:17][C:18]1[CH:25]=[CH:24][C:21]([C:22]#[N:23])=[C:20](F)[CH:19]=1.Cl, predict the reaction product. The product is: [Cl:17][C:18]1[CH:25]=[CH:24][C:21]([C:22]#[N:23])=[C:20]([O:15][C:13]2[CH:14]=[C:9]([CH2:8][OH:7])[CH:10]=[C:11]([OH:16])[CH:12]=2)[CH:19]=1. (5) Given the reactants [CH3:1][N:2]([CH3:26])[CH2:3][CH2:4][N:5]([CH3:25])[C:6]1[S:7][C:8]2[CH:14]=[C:13]([NH:15][C:16](=[O:24])[C:17]3[CH:22]=[CH:21][C:20](I)=[CH:19][CH:18]=3)[CH:12]=[CH:11][C:9]=2[N:10]=1.[CH3:27][O:28][C:29]1[CH:34]=[CH:33][C:32](B(O)O)=[CH:31][CH:30]=1, predict the reaction product. The product is: [CH3:1][N:2]([CH3:26])[CH2:3][CH2:4][N:5]([CH3:25])[C:6]1[S:7][C:8]2[CH:14]=[C:13]([NH:15][C:16]([C:17]3[CH:22]=[CH:21][C:20]([C:32]4[CH:33]=[CH:34][C:29]([O:28][CH3:27])=[CH:30][CH:31]=4)=[CH:19][CH:18]=3)=[O:24])[CH:12]=[CH:11][C:9]=2[N:10]=1. (6) Given the reactants [CH3:1][N:2]1[CH:7]=[C:6](B2OC(C)(C)C(C)(C)O2)[CH:5]=[C:4]([N:17]2[CH2:22][CH2:21][O:20][CH2:19][CH2:18]2)[C:3]1=[O:23].Br[C:25]1[CH:26]=[C:27]([CH:41]=[CH:42][C:43]=1[CH:44]([F:46])[F:45])[C:28]([NH:30][C:31]1[CH:36]=[CH:35][CH:34]=[C:33]([C:37]([F:40])([F:39])[F:38])[CH:32]=1)=[O:29], predict the reaction product. The product is: [F:46][CH:44]([F:45])[C:43]1[CH:25]=[CH:26][C:27]([C:28]([NH:30][C:31]2[CH:36]=[CH:35][CH:34]=[C:33]([C:37]([F:38])([F:39])[F:40])[CH:32]=2)=[O:29])=[CH:41][C:42]=1[C:6]1[CH:5]=[C:4]([N:17]2[CH2:18][CH2:19][O:20][CH2:21][CH2:22]2)[C:3](=[O:23])[N:2]([CH3:1])[CH:7]=1. (7) Given the reactants [Cl:1][C:2]1[C:10]2[S:9][C:8]([C:11]([OH:13])=O)=[CH:7][C:6]=2[CH:5]=[CH:4][CH:3]=1.CN(C(ON1N=[N:29][C:24]2[CH:25]=[CH:26][CH:27]=[N:28][C:23]1=2)=[N+](C)C)C.F[P-](F)(F)(F)(F)F.[CH:38](N(CC)C(C)C)(C)[CH3:39], predict the reaction product. The product is: [ClH:1].[N:28]12[CH2:27][CH2:26][CH:25]([CH2:38][CH2:39]1)[C@H:24]([NH:29][C:11]([C:8]1[S:9][C:10]3[C:2]([Cl:1])=[CH:3][CH:4]=[CH:5][C:6]=3[CH:7]=1)=[O:13])[CH2:23]2. (8) Given the reactants [NH2:1][C:2]1[CH:7]=[CH:6][C:5]([CH2:8][S:9]([CH3:12])(=[O:11])=[O:10])=[CH:4][C:3]=1[C:13]1[C:14]2[CH:23]=[CH:22][N:21]([S:24]([C:27]3[CH:33]=[CH:32][C:30]([CH3:31])=[CH:29][CH:28]=3)(=[O:26])=[O:25])[C:15]=2[C:16](=[O:20])[N:17]([CH3:19])[CH:18]=1.Br[C:35]1[CH:36]=[N:37][CH:38]=[CH:39][CH:40]=1.C(=O)([O-])[O-].[Cs+].[Cs+].O, predict the reaction product. The product is: [CH3:19][N:17]1[CH:18]=[C:13]([C:3]2[CH:4]=[C:5]([CH2:8][S:9]([CH3:12])(=[O:10])=[O:11])[CH:6]=[CH:7][C:2]=2[NH:1][C:35]2[CH:36]=[N:37][CH:38]=[CH:39][CH:40]=2)[C:14]2[CH:23]=[CH:22][N:21]([S:24]([C:27]3[CH:28]=[CH:29][C:30]([CH3:31])=[CH:32][CH:33]=3)(=[O:26])=[O:25])[C:15]=2[C:16]1=[O:20]. (9) Given the reactants O=[C:2]1[CH2:7][CH2:6][N:5]([C:8]2[CH:13]=[CH:12][C:11]([N:14]3[CH2:18][C@H:17]([CH2:19][NH:20][C:21](=[O:23])[CH3:22])[O:16][C:15]3=[O:24])=[CH:10][C:9]=2[F:25])[CH2:4][CH2:3]1.[C-:26]#[N:27].[Na+].[SH:29][C:30]1[CH:36]=[CH:35][CH:34]=[CH:33][C:31]=1[NH2:32], predict the reaction product. The product is: [SH:29][C:30]1[CH:36]=[CH:35][CH:34]=[CH:33][C:31]=1[NH:32][C:2]1([C:26]#[N:27])[CH2:7][CH2:6][N:5]([C:8]2[CH:13]=[CH:12][C:11]([N:14]3[CH2:18][C@H:17]([CH2:19][NH:20][C:21](=[O:23])[CH3:22])[O:16][C:15]3=[O:24])=[CH:10][C:9]=2[F:25])[CH2:4][CH2:3]1.